Dataset: Forward reaction prediction with 1.9M reactions from USPTO patents (1976-2016). Task: Predict the product of the given reaction. (1) Given the reactants ClC(Cl)(Cl)CO[C:5]([NH:7][C:8]1[N:12]([C:13]2[CH:18]=[CH:17][C:16]([CH3:19])=[CH:15][CH:14]=2)[N:11]=[C:10]([C:20]([CH3:23])([CH3:22])[CH3:21])[CH:9]=1)=[O:6].[NH2:26][C:27]1[C:36]2[C:31](=[CH:32][CH:33]=[CH:34][CH:35]=2)[C:30]([C:37]2[CH:38]=[N:39][C:40]([CH2:43][N:44]3[CH2:49][CH2:48][O:47][CH2:46][CH2:45]3)=[CH:41][CH:42]=2)=[CH:29][CH:28]=1.CS(C)=O, predict the reaction product. The product is: [C:20]([C:10]1[CH:9]=[C:8]([NH:7][C:5]([NH:26][C:27]2[C:36]3[C:31](=[CH:32][CH:33]=[CH:34][CH:35]=3)[C:30]([C:37]3[CH:38]=[N:39][C:40]([CH2:43][N:44]4[CH2:45][CH2:46][O:47][CH2:48][CH2:49]4)=[CH:41][CH:42]=3)=[CH:29][CH:28]=2)=[O:6])[N:12]([C:13]2[CH:18]=[CH:17][C:16]([CH3:19])=[CH:15][CH:14]=2)[N:11]=1)([CH3:22])([CH3:21])[CH3:23]. (2) Given the reactants [CH3:1][N:2]([CH3:23])[CH2:3][CH2:4][N:5]1[CH2:10][CH2:9][S:8][C:7]2[CH:11]=[C:12]([NH:15][C:16]([C:18]3[O:19][CH:20]=[CH:21][CH:22]=3)=[NH:17])[CH:13]=[CH:14][C:6]1=2.[ClH:24].CCOCC, predict the reaction product. The product is: [ClH:24].[ClH:24].[CH3:1][N:2]([CH3:23])[CH2:3][CH2:4][N:5]1[CH2:10][CH2:9][S:8][C:7]2[CH:11]=[C:12]([NH:15][C:16]([C:18]3[O:19][CH:20]=[CH:21][CH:22]=3)=[NH:17])[CH:13]=[CH:14][C:6]1=2. (3) Given the reactants [Br:1][C:2]1[C:11]2[C:6](=[CH:7][C:8]([C:12]3[NH:13][C:14]4[C:19]([C:20]=3[CH2:21][CH2:22][CH2:23][CH2:24][CH3:25])=[CH:18][CH:17]=[CH:16][CH:15]=4)=[CH:9][CH:10]=2)[CH:5]=[CH:4][C:3]=1[O:26][CH2:27][C:28]#[N:29].[F:30][C:31]([F:41])([F:40])[C:32]1[CH:39]=[CH:38][CH:37]=[CH:36][C:33]=1[CH2:34]Br, predict the reaction product. The product is: [CH2:21]([C:20]1[C:19]2[C:14](=[CH:15][CH:16]=[CH:17][CH:18]=2)[N:13]([CH2:34][C:33]2[CH:36]=[CH:37][CH:38]=[CH:39][C:32]=2[C:31]([F:30])([F:40])[F:41])[C:12]=1[C:8]1[CH:7]=[C:6]2[C:11](=[CH:10][CH:9]=1)[C:2]([Br:1])=[C:3]([O:26][CH2:27][C:28]#[N:29])[CH:4]=[CH:5]2)[CH2:22][CH2:23][CH2:24][CH3:25]. (4) Given the reactants [CH:1]([O:4][C:5]1[CH:13]=[CH:12][C:11]([S:14]([CH3:17])(=[O:16])=[O:15])=[CH:10][C:6]=1[C:7]([OH:9])=O)([CH3:3])[CH3:2].Cl.[N:19]1[CH:24]=[CH:23][CH:22]=[C:21]([S:25]([C:28]2[S:32][C:31]([N:33]3[CH2:38][CH2:37][NH:36][CH2:35][CH2:34]3)=[N:30][CH:29]=2)(=[O:27])=[O:26])[CH:20]=1, predict the reaction product. The product is: [CH:1]([O:4][C:5]1[CH:13]=[CH:12][C:11]([S:14]([CH3:17])(=[O:16])=[O:15])=[CH:10][C:6]=1[C:7]([N:36]1[CH2:35][CH2:34][N:33]([C:31]2[S:32][C:28]([S:25]([C:21]3[CH:20]=[N:19][CH:24]=[CH:23][CH:22]=3)(=[O:27])=[O:26])=[CH:29][N:30]=2)[CH2:38][CH2:37]1)=[O:9])([CH3:2])[CH3:3]. (5) Given the reactants [C:1]([O:5][C:6]([NH:8][C@@H:9]([CH3:22])[C:10]([NH:12][N:13]1[CH:17]=[CH:16][CH:15]=[C:14]1[C:18]([O:20]C)=O)=[O:11])=[O:7])([CH3:4])([CH3:3])[CH3:2].[CH3:23][N:24]1[CH:28]=[CH:27][C:26]([NH2:29])=[N:25]1, predict the reaction product. The product is: [CH3:23][N:24]1[CH:28]=[CH:27][C:26]([NH:29][C:18]([C:14]2[N:13]([NH:12][C:10](=[O:11])[CH:9]([NH:8][C:6](=[O:7])[O:5][C:1]([CH3:2])([CH3:3])[CH3:4])[CH3:22])[CH:17]=[CH:16][CH:15]=2)=[O:20])=[N:25]1. (6) Given the reactants [CH:1]1([C:4]2[CH:5]=[N:6][C:7]([NH:14][C:15]3[CH:16]=[C:17]4[C:21](=[CH:22][CH:23]=3)[NH:20][C:19]([C:24]3[CH:29]=[CH:28][CH:27]=[CH:26][CH:25]=3)=[CH:18]4)=[C:8]([CH:13]=2)[C:9]([O:11][CH3:12])=[O:10])[CH2:3][CH2:2]1.[CH3:30]C(C)([O-])C.[K+].IC.C(OCC)(=O)C, predict the reaction product. The product is: [CH:1]1([C:4]2[CH:5]=[N:6][C:7]([NH:14][C:15]3[CH:16]=[C:17]4[C:21](=[CH:22][CH:23]=3)[N:20]([CH3:30])[C:19]([C:24]3[CH:29]=[CH:28][CH:27]=[CH:26][CH:25]=3)=[CH:18]4)=[C:8]([CH:13]=2)[C:9]([O:11][CH3:12])=[O:10])[CH2:3][CH2:2]1. (7) Given the reactants [CH:1]1[CH:2]=[CH:3][C:4]2[N:15]([C:16]([NH2:18])=[O:17])[C:14]3[CH:13]=[CH:12][CH:11]=[CH:10][C:9]=3[CH:8]=[CH:7][C:5]=2[CH:6]=1.[C:19]([OH:24])(=[O:23])[CH2:20][CH2:21][CH3:22], predict the reaction product. The product is: [CH:11]1[CH:12]=[CH:13][C:14]2[N:15]([C:16]([NH2:18])=[O:17])[C:4]3[CH:3]=[CH:2][CH:1]=[CH:6][C:5]=3[CH:7]=[CH:8][C:9]=2[CH:10]=1.[C:19]([OH:24])(=[O:23])[CH2:20][CH2:21][CH3:22]. (8) Given the reactants [F:1][C:2]1[CH:7]=[CH:6][CH:5]=[CH:4][C:3]=1[CH:8]([C:11]1[C:19]2[C:14](=[CH:15][C:16]([N:20]3[CH2:25][CH2:24][O:23][CH2:22][CH2:21]3)=[CH:17][CH:18]=2)[NH:13][CH:12]=1)[CH2:9][NH2:10].O=[CH:27][C:28]([O:30][CH2:31][CH3:32])=[O:29].C1(C)C=CC=CC=1.Cl, predict the reaction product. The product is: [F:1][C:2]1[CH:7]=[CH:6][CH:5]=[CH:4][C:3]=1[C:8]1[C:11]2[C:19]3[C:14](=[CH:15][C:16]([N:20]4[CH2:21][CH2:22][O:23][CH2:24][CH2:25]4)=[CH:17][CH:18]=3)[NH:13][C:12]=2[C:27]([C:28]([O:30][CH2:31][CH3:32])=[O:29])=[N:10][CH:9]=1.